This data is from Forward reaction prediction with 1.9M reactions from USPTO patents (1976-2016). The task is: Predict the product of the given reaction. (1) Given the reactants [C:1]([C:3]1[C:11]2[CH2:10][CH2:9][N:8]([C:12](=[O:18])[CH2:13][O:14]C(=O)C)[CH2:7][C:6]=2[S:5][C:4]=1[NH:19][C:20](=[O:29])/[CH:21]=[CH:22]/[C:23]1[CH:28]=[CH:27][CH:26]=[CH:25][CH:24]=1)#[N:2].[OH-].[Na+], predict the reaction product. The product is: [C:1]([C:3]1[C:11]2[CH2:10][CH2:9][N:8]([C:12](=[O:18])[CH2:13][OH:14])[CH2:7][C:6]=2[S:5][C:4]=1[NH:19][C:20](=[O:29])/[CH:21]=[CH:22]/[C:23]1[CH:28]=[CH:27][CH:26]=[CH:25][CH:24]=1)#[N:2]. (2) Given the reactants S(Cl)(Cl)=O.[C:5]([CH2:7][CH2:8][CH2:9][N:10]([S:22]([C:25]1[CH:30]=[CH:29][C:28]([CH3:31])=[CH:27][CH:26]=1)(=[O:24])=[O:23])[C:11]1[CH:20]=[CH:19][C:18]([F:21])=[CH:17][C:12]=1[C:13]([O:15]C)=O)#[N:6].CC(C)([O-])C.[K+].Cl, predict the reaction product. The product is: [F:21][C:18]1[CH:19]=[CH:20][C:11]2[N:10]([S:22]([C:25]3[CH:30]=[CH:29][C:28]([CH3:31])=[CH:27][CH:26]=3)(=[O:23])=[O:24])[CH2:9][CH2:8][CH:7]([C:5]#[N:6])[C:13](=[O:15])[C:12]=2[CH:17]=1. (3) Given the reactants [CH3:1][N:2]([CH3:21])[CH2:3][CH2:4][CH2:5][O:6][C:7]1[CH:12]=[CH:11][C:10]([C:13](=[O:20])/[CH:14]=[CH:15]/[C:16]([OH:19])([CH3:18])[CH3:17])=[CH:9][CH:8]=1, predict the reaction product. The product is: [CH3:21][N:2]([CH3:1])[CH2:3][CH2:4][CH2:5][O:6][C:7]1[CH:12]=[CH:11][C:10]([C:13](=[O:20])[CH2:14][CH2:15][C:16]([OH:19])([CH3:17])[CH3:18])=[CH:9][CH:8]=1. (4) Given the reactants [NH2:1][C:2]1[CH:3]=[CH:4][C:5]([Br:11])=[C:6]([CH:10]=1)[C:7]([OH:9])=[O:8].Br[C:13]([CH3:18])([CH3:17])[C:14]([OH:16])=[O:15].C(N(CC)CC)C, predict the reaction product. The product is: [Br:11][C:5]1[CH:4]=[CH:3][C:2]([NH:1][C:13]([C:14]([OH:16])=[O:15])([CH3:18])[CH3:17])=[CH:10][C:6]=1[C:7]([OH:9])=[O:8]. (5) The product is: [OH:34][CH:24]([CH2:23][NH:22][C:9]1[C:18]2[C:13](=[CH:14][CH:15]=[CH:16][CH:17]=2)[N:12]=[CH:11][C:10]=1[N+:19]([O-:21])=[O:20])[CH2:25][NH:26][C:27](=[O:33])[O:28][C:29]([CH3:31])([CH3:32])[CH3:30]. Given the reactants C(N(CC)CC)C.Cl[C:9]1[C:18]2[C:13](=[CH:14][CH:15]=[CH:16][CH:17]=2)[N:12]=[CH:11][C:10]=1[N+:19]([O-:21])=[O:20].[NH2:22][CH2:23][CH:24]([OH:34])[CH2:25][NH:26][C:27](=[O:33])[O:28][C:29]([CH3:32])([CH3:31])[CH3:30].O, predict the reaction product. (6) The product is: [CH2:13]([O:10][C:9]1[CH:8]=[CH:7][C:4]([CH:5]=[O:6])=[CH:3][C:2]=1[Br:1])[C:14]1[CH:19]=[CH:18][CH:17]=[CH:16][CH:15]=1. Given the reactants [Br:1][C:2]1[CH:3]=[C:4]([CH:7]=[CH:8][C:9]=1[OH:10])[CH:5]=[O:6].[H-].[Na+].[CH2:13](Cl)[C:14]1[CH:19]=[CH:18][CH:17]=[CH:16][CH:15]=1.Cl, predict the reaction product. (7) Given the reactants [N:1]1([C:6]2([C:10]([O:12]CC)=[O:11])[CH2:9][CH2:8][CH2:7]2)[CH:5]=[CH:4][CH:3]=[N:2]1.O1CCCC1.[OH-].[Na+], predict the reaction product. The product is: [N:1]1([C:6]2([C:10]([OH:12])=[O:11])[CH2:7][CH2:8][CH2:9]2)[CH:5]=[CH:4][CH:3]=[N:2]1.